Predict the reactants needed to synthesize the given product. From a dataset of Full USPTO retrosynthesis dataset with 1.9M reactions from patents (1976-2016). (1) Given the product [Cl:1][C:2]1[CH:10]=[CH:9][C:5]([NH:48][C:46]([NH:57][C:58]2[CH:63]=[CH:62][C:61]([C:64]3[CH:72]=[CH:71][C:70]([C:73]4[NH:74][C:75]([CH3:78])=[CH:76][N:77]=4)=[C:69]4[C:65]=3[CH2:66][NH:67][C:68]4=[O:79])=[C:60]([F:80])[CH:59]=2)=[O:47])=[CH:4][C:3]=1[C:11]([F:12])([F:13])[F:14], predict the reactants needed to synthesize it. The reactants are: [Cl:1][C:2]1[CH:10]=[CH:9][C:5](C(O)=O)=[CH:4][C:3]=1[C:11]([F:14])([F:13])[F:12].C(N(CC)CC)C.C1(OP(N=[N+]=[N-])(=O)OC2C=CC=CC=2)C=CC=CC=1.ClC1C=CC([C:46]([N:48]=[N+]=[N-])=[O:47])=CC=1C(F)(F)F.[NH2:57][C:58]1[CH:63]=[CH:62][C:61]([C:64]2[CH:72]=[CH:71][C:70]([C:73]3[NH:74][C:75]([CH3:78])=[CH:76][N:77]=3)=[C:69]3[C:65]=2[CH2:66][NH:67][C:68]3=[O:79])=[C:60]([F:80])[CH:59]=1. (2) Given the product [CH:26]12[CH2:27][CH:22]1[CH2:23][N:24]([C:28]1[N:33]=[CH:32][C:31]([NH:34][C:11]([C:9]3[N:8]([CH2:14][C:15]4[CH:20]=[CH:19][CH:18]=[C:17]([F:21])[CH:16]=4)[C:5]4=[N:6][CH:7]=[C:2]([F:1])[CH:3]=[C:4]4[CH:10]=3)=[O:13])=[CH:30][CH:29]=1)[CH2:25]2, predict the reactants needed to synthesize it. The reactants are: [F:1][C:2]1[CH:3]=[C:4]2[CH:10]=[C:9]([C:11]([OH:13])=O)[N:8]([CH2:14][C:15]3[CH:20]=[CH:19][CH:18]=[C:17]([F:21])[CH:16]=3)[C:5]2=[N:6][CH:7]=1.[CH:22]12[CH2:27][CH:26]1[CH2:25][N:24]([C:28]1[N:33]=[CH:32][C:31]([NH2:34])=[CH:30][CH:29]=1)[CH2:23]2.